This data is from Full USPTO retrosynthesis dataset with 1.9M reactions from patents (1976-2016). The task is: Predict the reactants needed to synthesize the given product. (1) Given the product [Br:17][C:5]1[C:6]2[NH:10][CH:9]=[N:8][C:7]=2[C:2]([Br:1])=[CH:3][C:4]=1[NH:11][C:12]1[NH:13][CH2:14][CH2:15][N:16]=1, predict the reactants needed to synthesize it. The reactants are: [Br:1][C:2]1[C:7]2[N:8]=[CH:9][NH:10][C:6]=2[CH:5]=[C:4]([NH:11][C:12]2[NH:13][CH2:14][CH2:15][N:16]=2)[CH:3]=1.[Br:17]Br.N. (2) Given the product [C:1]1([CH:7]2[O:11][N:10]=[C:9]([C:12]([OH:14])=[O:13])[CH2:8]2)[CH:2]=[CH:3][CH:4]=[CH:5][CH:6]=1, predict the reactants needed to synthesize it. The reactants are: [C:1]1([CH:7]2[O:11][N:10]=[C:9]([C:12]([O:14]CC)=[O:13])[CH2:8]2)[CH:6]=[CH:5][CH:4]=[CH:3][CH:2]=1. (3) Given the product [O:6]([C:13]1[CH:14]=[CH:15][C:16]([N:17]([CH2:4][CH:3]([OH:5])[CH2:1][Cl:2])[CH2:4][CH:3]([OH:5])[CH2:1][Cl:2])=[CH:18][CH:19]=1)[C:7]1[CH:8]=[CH:9][CH:10]=[CH:11][CH:12]=1, predict the reactants needed to synthesize it. The reactants are: [CH2:1]([CH:3]1[O:5][CH2:4]1)[Cl:2].[O:6]([C:13]1[CH:19]=[CH:18][C:16]([NH2:17])=[CH:15][CH:14]=1)[C:7]1[CH:12]=[CH:11][CH:10]=[CH:9][CH:8]=1. (4) Given the product [ClH:35].[CH3:1][O:2][C:3]1[C:12]2[C:7](=[CH:8][CH:9]=[CH:10][CH:11]=2)[N:6]=[C:5]([C:13]([N:15]2[CH2:16][CH2:17][C:18]3([CH2:29][C:28](=[O:30])[C:27]4[C:22](=[CH:23][CH:24]=[C:25]([NH:31][C:32](=[O:34])[CH3:33])[CH:26]=4)[O:21]3)[CH2:19][CH2:20]2)=[O:14])[CH:4]=1, predict the reactants needed to synthesize it. The reactants are: [CH3:1][O:2][C:3]1[C:12]2[C:7](=[CH:8][CH:9]=[CH:10][CH:11]=2)[N:6]=[C:5]([C:13]([N:15]2[CH2:20][CH2:19][C:18]3([CH2:29][C:28](=[O:30])[C:27]4[C:22](=[CH:23][CH:24]=[C:25]([NH:31][C:32](=[O:34])[CH3:33])[CH:26]=4)[O:21]3)[CH2:17][CH2:16]2)=[O:14])[CH:4]=1.[ClH:35].CCOC(C)=O. (5) Given the product [CH3:29][O:1][C:2]([CH3:26])([CH3:25])[C:3]#[C:4][C:5]1[CH:6]=[C:7]2[C:18]3([CH2:22][O:21][C:20]([NH2:23])=[N:19]3)[C:17]3[C:12](=[N:13][CH:14]=[C:15]([Br:24])[CH:16]=3)[O:11][C:8]2=[CH:9][CH:10]=1, predict the reactants needed to synthesize it. The reactants are: [OH:1][C:2]([CH3:26])([CH3:25])[C:3]#[C:4][C:5]1[CH:6]=[C:7]2[C:18]3([CH2:22][O:21][C:20]([NH2:23])=[N:19]3)[C:17]3[C:12](=[N:13][CH:14]=[C:15]([Br:24])[CH:16]=3)[O:11][C:8]2=[CH:9][CH:10]=1.CO.[CH3:29]S(O)(=O)=O.C(OCC)(=O)C. (6) Given the product [CH3:1][O:2][C:3](=[O:32])[CH:4]([NH2:17])[CH2:5][N:6]1[CH2:11][C:10]([CH3:13])([CH3:12])[C:9]2[NH:14][N:15]=[CH:16][C:8]=2[CH2:7]1, predict the reactants needed to synthesize it. The reactants are: [CH3:1][O:2][C:3](=[O:32])[CH:4]([N:17](C(OC(C)(C)C)=O)C(OC(C)(C)C)=O)[CH2:5][N:6]1[CH2:11][C:10]([CH3:13])([CH3:12])[C:9]2[NH:14][N:15]=[CH:16][C:8]=2[CH2:7]1.FC(F)(F)C(O)=O.